This data is from Forward reaction prediction with 1.9M reactions from USPTO patents (1976-2016). The task is: Predict the product of the given reaction. (1) Given the reactants Br[C:2]1[CH:23]=[CH:22][C:5]([C:6]([NH:8][S:9]([C:12]2[CH:17]=[CH:16][CH:15]=[CH:14][C:13]=2[S:18](=[O:21])(=[O:20])[NH2:19])(=[O:11])=[O:10])=[O:7])=[C:4]([F:24])[C:3]=1[O:25][CH3:26].[CH3:27][C:28]([CH3:32])([CH3:31])[C:29]#[CH:30], predict the reaction product. The product is: [CH3:27][C:28]([CH3:32])([CH3:31])[C:29]#[C:30][C:2]1[CH:23]=[CH:22][C:5]([C:6]([NH:8][S:9]([C:12]2[CH:17]=[CH:16][CH:15]=[CH:14][C:13]=2[S:18](=[O:21])(=[O:20])[NH2:19])(=[O:11])=[O:10])=[O:7])=[C:4]([F:24])[C:3]=1[O:25][CH3:26]. (2) Given the reactants [C:1]([OH:9])(=O)[C:2]1[CH:7]=[CH:6][CH:5]=[CH:4][CH:3]=1.C(N1C=CN=C1)(N1C=CN=C1)=O.[CH3:22][O:23][C:24](=[O:31])[CH2:25][CH2:26][C:27](=[NH:30])[NH:28]O, predict the reaction product. The product is: [CH3:22][O:23][C:24](=[O:31])[CH2:25][CH2:26][C:27]1[N:30]=[C:1]([C:2]2[CH:3]=[CH:4][CH:5]=[CH:6][CH:7]=2)[O:9][N:28]=1. (3) Given the reactants Cl.[C:2](=[O:5])([O-])O.[Na+].C[CH2:8][CH2:9][CH2:10][CH2:11][CH3:12].[C:13]([O:16][CH2:17]C)(=O)C, predict the reaction product. The product is: [CH2:13]1[C:10]2([CH2:9][CH2:8][C:2](=[O:5])[CH2:12][CH2:11]2)[CH2:17][O:16]1. (4) The product is: [CH2:20]([O:19][C:18]([NH:1][C@H:4]1[C@@H:9]([F:10])[CH2:8][CH2:7][N:6]([C:11]([O:13][C:14]([CH3:17])([CH3:16])[CH3:15])=[O:12])[CH2:5]1)=[O:27])[C:21]1[CH:26]=[CH:25][CH:24]=[CH:23][CH:22]=1. Given the reactants [N:1]([C@H:4]1[C@@H:9]([F:10])[CH2:8][CH2:7][N:6]([C:11]([O:13][C:14]([CH3:17])([CH3:16])[CH3:15])=[O:12])[CH2:5]1)=[N+]=[N-].[C:18](Cl)(=[O:27])[O:19][CH2:20][C:21]1[CH:26]=[CH:25][CH:24]=[CH:23][CH:22]=1, predict the reaction product. (5) Given the reactants [F:1][C:2]1[C:9]([F:10])=[C:8](F)[CH:7]=[CH:6][C:3]=1[C:4]#[N:5].[CH3:12][NH:13][CH3:14], predict the reaction product. The product is: [CH3:12][N:13]([CH3:14])[C:8]1[CH:7]=[CH:6][C:3]([C:4]#[N:5])=[C:2]([F:1])[C:9]=1[F:10]. (6) Given the reactants [Br:1][C:2]1[CH:25]=[CH:24][C:5]2[C:6]3[N:7]=[C:8]([C:14]4[N:15]([CH2:19][C:20](F)(F)F)[N:16]=[CH:17][N:18]=4)[S:9][C:10]=3[CH2:11][CH2:12][O:13][C:4]=2[CH:3]=1.BrC1C=CC2C3N=C(C(N)=O)SC=3CCOC=2C=1.[CH3:44][N:45]1[CH2:50]CC(NN)[CH2:47][CH2:46]1, predict the reaction product. The product is: [Br:1][C:2]1[CH:25]=[CH:24][C:5]2[C:6]3[N:7]=[C:8]([C:14]4[N:15]([CH:19]5[CH2:47][CH2:46][N:45]([CH3:50])[CH2:44][CH2:20]5)[N:16]=[CH:17][N:18]=4)[S:9][C:10]=3[CH2:11][CH2:12][O:13][C:4]=2[CH:3]=1. (7) Given the reactants C([Si](C)(C)[O:6][C:7]1[C:12]([CH3:13])=[CH:11][C:10]([C:14]2([C:24]3[CH:29]=[C:28]([CH3:30])[C:27]([O:31][Si](C(C)(C)C)(C)C)=[C:26]([CH3:39])[CH:25]=3)[C:22]3[C:17](=[CH:18][CH:19]=[CH:20][CH:21]=3)[NH:16][C:15]2=[O:23])=[CH:9][C:8]=1[CH3:40])(C)(C)C.[N:43]1[CH:48]=[CH:47][C:46](B(O)O)=[CH:45][CH:44]=1.C(N(CC)CC)C.[F-].C([N+](CCCC)(CCCC)CCCC)CCC.[Cl-].[NH4+], predict the reaction product. The product is: [OH:31][C:27]1[C:26]([CH3:39])=[CH:25][C:24]([C:14]2([C:10]3[CH:11]=[C:12]([CH3:13])[C:7]([OH:6])=[C:8]([CH3:40])[CH:9]=3)[C:22]3[C:17](=[CH:18][CH:19]=[CH:20][CH:21]=3)[N:16]([C:46]3[CH:47]=[CH:48][N:43]=[CH:44][CH:45]=3)[C:15]2=[O:23])=[CH:29][C:28]=1[CH3:30]. (8) Given the reactants [Br:1][C:2]1[CH:11]=[C:10]2[C:5]([C:6]([NH:13][CH2:14][CH:15]3[CH2:20][CH2:19][CH2:18][CH2:17][CH2:16]3)=[C:7]([NH2:12])[CH:8]=[N:9]2)=[CH:4][CH:3]=1.[CH2:21]([O:23][CH2:24][C:25](Cl)=O)[CH3:22], predict the reaction product. The product is: [Br:1][C:2]1[CH:3]=[CH:4][C:5]2[C:6]3[N:13]([CH2:14][CH:15]4[CH2:16][CH2:17][CH2:18][CH2:19][CH2:20]4)[C:22]([CH2:21][O:23][CH2:24][CH3:25])=[N:12][C:7]=3[CH:8]=[N:9][C:10]=2[CH:11]=1. (9) Given the reactants [CH2:1]([C:4]1[CH:9]=[CH:8][C:7]([Br:10])=[CH:6][CH:5]=1)C=C.C[N+]1([O-])[CH2:17][CH2:16][O:15]CC1.[OH2:19], predict the reaction product. The product is: [Br:10][C:7]1[CH:8]=[CH:9][C:4]([CH2:1][CH:16]([OH:15])[CH2:17][OH:19])=[CH:5][CH:6]=1.